Task: Regression. Given two drug SMILES strings and cell line genomic features, predict the synergy score measuring deviation from expected non-interaction effect.. Dataset: NCI-60 drug combinations with 297,098 pairs across 59 cell lines (1) Drug 1: CC12CCC3C(C1CCC2NC(=O)OCC(F)(F)F)CCC4C3(C=CC(=O)N4C)C. Drug 2: CCC1=C2CN3C(=CC4=C(C3=O)COC(=O)C4(CC)O)C2=NC5=C1C=C(C=C5)O. Cell line: SK-OV-3. Synergy scores: CSS=20.7, Synergy_ZIP=4.83, Synergy_Bliss=5.70, Synergy_Loewe=-38.6, Synergy_HSA=-0.0416. (2) Drug 1: CC1CCC2CC(C(=CC=CC=CC(CC(C(=O)C(C(C(=CC(C(=O)CC(OC(=O)C3CCCCN3C(=O)C(=O)C1(O2)O)C(C)CC4CCC(C(C4)OC)OCCO)C)C)O)OC)C)C)C)OC. Drug 2: CC1C(C(CC(O1)OC2CC(OC(C2O)C)OC3=CC4=CC5=C(C(=O)C(C(C5)C(C(=O)C(C(C)O)O)OC)OC6CC(C(C(O6)C)O)OC7CC(C(C(O7)C)O)OC8CC(C(C(O8)C)O)(C)O)C(=C4C(=C3C)O)O)O)O. Cell line: M14. Synergy scores: CSS=66.1, Synergy_ZIP=-1.21, Synergy_Bliss=2.75, Synergy_Loewe=-3.45, Synergy_HSA=-0.00451.